Task: Regression. Given a peptide amino acid sequence and an MHC pseudo amino acid sequence, predict their binding affinity value. This is MHC class II binding data.. Dataset: Peptide-MHC class II binding affinity with 134,281 pairs from IEDB (1) The peptide sequence is EMLQNIFAIFRQDSS. The MHC is DRB1_1501 with pseudo-sequence DRB1_1501. The binding affinity (normalized) is 0.312. (2) The peptide sequence is THGIRPVVSTQLLLY. The MHC is HLA-DQA10101-DQB10501 with pseudo-sequence HLA-DQA10101-DQB10501. The binding affinity (normalized) is 0.377. (3) The peptide sequence is VAKLFKDYSSVVRPV. The MHC is DRB5_0101 with pseudo-sequence DRB5_0101. The binding affinity (normalized) is 0.514. (4) The peptide sequence is WCYYAAAQKEVSGVK. The MHC is DRB1_1301 with pseudo-sequence DRB1_1301. The binding affinity (normalized) is 0.459. (5) The peptide sequence is HLFKTTVNSLISDQL. The MHC is DRB5_0101 with pseudo-sequence DRB5_0101. The binding affinity (normalized) is 0.620.